From a dataset of Full USPTO retrosynthesis dataset with 1.9M reactions from patents (1976-2016). Predict the reactants needed to synthesize the given product. (1) Given the product [CH:1]1([CH2:4][NH:5][C:6](=[O:7])[CH2:8][N:9]2[C:18](=[O:19])[C:17]3[C:12](=[CH:13][CH:14]=[C:15]([C:37]4[CH:38]=[CH:39][CH:40]=[C:35]([CH2:44][OH:45])[CH:36]=4)[CH:16]=3)[N:11]=[C:10]2[C:28]2[CH:29]=[CH:30][CH:31]=[CH:32][CH:33]=2)[CH2:2][CH2:3]1, predict the reactants needed to synthesize it. The reactants are: [CH:1]1([CH2:4][NH:5][C:6]([CH2:8][N:9]2[C:18](=[O:19])[C:17]3[C:12](=[CH:13][CH:14]=[C:15](OS(C(F)(F)F)(=O)=O)[CH:16]=3)[N:11]=[C:10]2[C:28]2[CH:33]=[CH:32][CH:31]=[CH:30][CH:29]=2)=[O:7])[CH2:3][CH2:2]1.O[C:35]1[CH:36]=[C:37](B(O)O)[CH:38]=[CH:39][CH:40]=1.[C:44]([O-])([O-])=[O:45].[K+].[K+]. (2) Given the product [F:8][C:4]1[CH:5]=[CH:6][CH:7]=[C:2]([F:1])[C:3]=1[CH2:9][NH:11][C:12]1[S:13][C:14]([C:17]2[N:21]([CH3:22])[N:20]=[C:19]([C:23]([F:26])([F:24])[F:25])[CH:18]=2)=[CH:15][N:16]=1, predict the reactants needed to synthesize it. The reactants are: [F:1][C:2]1[CH:7]=[CH:6][CH:5]=[C:4]([F:8])[C:3]=1[C:9]([NH:11][C:12]1[S:13][C:14]([C:17]2[N:21]([CH3:22])[N:20]=[C:19]([C:23]([F:26])([F:25])[F:24])[CH:18]=2)=[CH:15][N:16]=1)=O.Cl.C(OCC)(=O)C. (3) Given the product [C:5](/[N:6]=[C:8](\[S:9][CH3:1])/[NH:7][C:10]1[CH:11]=[CH:12][C:13]([S:16](=[O:18])(=[O:17])[NH:19][CH3:20])=[CH:14][CH:15]=1)#[N:4], predict the reactants needed to synthesize it. The reactants are: [CH3:1][O-].[Na+].[N:4]#[C:5][NH2:6].[N:7]([C:10]1[CH:15]=[CH:14][C:13]([S:16]([NH:19][CH3:20])(=[O:18])=[O:17])=[CH:12][CH:11]=1)=[C:8]=[S:9].IC. (4) Given the product [CH:12]1[C:13]2[C:18](=[CH:17][CH:16]=[CH:15][CH:14]=2)[C:9]([CH2:8][CH2:7][C:6]([OH:19])=[O:5])=[CH:10][N:11]=1, predict the reactants needed to synthesize it. The reactants are: C([O:5][C:6](=[O:19])[CH2:7][CH2:8][C:9]1[C:18]2[C:13](=[CH:14][CH:15]=[CH:16][CH:17]=2)[CH:12]=[N:11][CH:10]=1)(C)(C)C.C(O)(C(F)(F)F)=O. (5) Given the product [ClH:1].[NH2:8][CH2:9][C:10]([NH:11][CH2:12][C:13]([F:16])([F:15])[F:14])=[O:17], predict the reactants needed to synthesize it. The reactants are: [ClH:1].CC(OC(=O)[NH:8][CH2:9][C:10](=[O:17])[NH:11][CH2:12][C:13]([F:16])([F:15])[F:14])(C)C.C(=O)([O-])[O-].[Na+].[Na+]. (6) Given the product [Si:19]([O:26][CH2:27][CH2:28][NH:29][C:2]1[CH:7]=[CH:6][C:5]([N:8]2[CH2:12][CH2:11][N:10]([CH2:13][C:14]([O:16][CH2:37][CH3:38])=[O:15])[C:9]2=[O:17])=[C:4]([Cl:18])[CH:3]=1)([C:22]([CH3:24])([CH3:25])[CH3:23])([CH3:21])[CH3:20], predict the reactants needed to synthesize it. The reactants are: Br[C:2]1[CH:7]=[CH:6][C:5]([N:8]2[CH2:12][CH2:11][N:10]([CH2:13][C:14]([O-:16])=[O:15])[C:9]2=[O:17])=[C:4]([Cl:18])[CH:3]=1.[Si:19]([O:26][CH2:27][CH2:28][NH2:29])([C:22]([CH3:25])([CH3:24])[CH3:23])([CH3:21])[CH3:20].C([O-])([O-])=O.[Cs+].[Cs+].O.[C:37]1(C)C=CC=C[CH:38]=1. (7) Given the product [Cl:32][C:30]1[N:29]=[C:28]2[NH:33][N:34]=[CH:35][C:27]2=[C:26]([NH:1][C@@H:2]2[CH2:7][CH2:6][C@H:5]([NH:8][C:9](=[O:15])[O:10][C:11]([CH3:12])([CH3:14])[CH3:13])[CH2:4][CH2:3]2)[N:31]=1, predict the reactants needed to synthesize it. The reactants are: [NH2:1][C@@H:2]1[CH2:7][CH2:6][C@H:5]([NH:8][C:9](=[O:15])[O:10][C:11]([CH3:14])([CH3:13])[CH3:12])[CH2:4][CH2:3]1.C(N(C(C)C)CC)(C)C.Cl[C:26]1[N:31]=[C:30]([Cl:32])[N:29]=[C:28]2[NH:33][N:34]=[CH:35][C:27]=12. (8) Given the product [C:15]1([CH:14]([C:21]2[CH:26]=[CH:25][CH:24]=[CH:23][CH:22]=2)[CH2:13][NH:12][C:10]2[C:9]3[C:4](=[CH:5][CH:6]=[CH:7][CH:8]=3)[N:3]=[C:2]([C:35]3[CH:44]=[CH:43][C:38]4[NH:39][C:40]([OH:42])=[N:41][C:37]=4[CH:36]=3)[N:11]=2)[CH:20]=[CH:19][CH:18]=[CH:17][CH:16]=1, predict the reactants needed to synthesize it. The reactants are: Cl[C:2]1[N:11]=[C:10]([NH:12][CH2:13][CH:14]([C:21]2[CH:26]=[CH:25][CH:24]=[CH:23][CH:22]=2)[C:15]2[CH:20]=[CH:19][CH:18]=[CH:17][CH:16]=2)[C:9]2[C:4](=[CH:5][CH:6]=[CH:7][CH:8]=2)[N:3]=1.CC1(C)C(C)(C)OB([C:35]2[CH:44]=[CH:43][C:38]3[NH:39][C:40](=[O:42])[NH:41][C:37]=3[CH:36]=2)O1.C(NC1C2C(=CC=CC=2)N=C(C2SC3C=CC=CC=3C=2)N=1)(C1C=CC=CC=1)C1C=CC=CC=1. (9) Given the product [NH2:30][C:28]([C:16]1[CH:17]=[C:18]([C:21]2[CH:25]=[C:24]([CH2:26][N:32]([CH3:31])[CH2:33][C:34]([O:36][CH2:37][CH3:38])=[O:35])[S:23][CH:22]=2)[CH:19]=[C:20]2[C:15]=1[NH:14][CH:13]=[C:12]2[CH:9]1[CH2:10][CH2:11][N:6]([S:3]([CH2:1][CH3:2])(=[O:5])=[O:4])[CH2:7][CH2:8]1)=[O:29], predict the reactants needed to synthesize it. The reactants are: [CH2:1]([S:3]([N:6]1[CH2:11][CH2:10][CH:9]([C:12]2[C:20]3[C:15](=[C:16]([C:28]([NH2:30])=[O:29])[CH:17]=[C:18]([C:21]4[CH:25]=[C:24]([CH:26]=O)[S:23][CH:22]=4)[CH:19]=3)[NH:14][CH:13]=2)[CH2:8][CH2:7]1)(=[O:5])=[O:4])[CH3:2].[CH3:31][NH:32][CH2:33][C:34]([O:36][CH2:37][CH3:38])=[O:35].C(O[BH-](OC(=O)C)OC(=O)C)(=O)C.[Na+]. (10) Given the product [CH:23]1[C:32]2[C:27](=[CH:28][CH:29]=[CH:30][CH:31]=2)[CH:26]=[CH:25][C:24]=1[C:33]1[CH:37]=[C:36]([N:14]2[CH2:15][CH2:16][CH:11]([CH2:12][NH2:13])[CH2:2][CH2:3]2)[N:21]=[N:22][CH:34]=1, predict the reactants needed to synthesize it. The reactants are: C1C2C(=CC=CC=2)C=[CH:3][C:2]=1[C:11]1[C:12](=O)[NH:13][NH:14][C:15](=O)[CH:16]=1.Cl.Cl.[NH2:21][NH2:22].[CH:23]1[C:32]2[C:27](=[CH:28][CH:29]=[CH:30][CH:31]=2)[CH:26]=[CH:25][C:24]=1[C:33]1[C:34](=O)O[C:36](=O)[CH:37]=1.C1COCC1.